From a dataset of Catalyst prediction with 721,799 reactions and 888 catalyst types from USPTO. Predict which catalyst facilitates the given reaction. (1) Reactant: [Cl:1][C:2]1[CH:3]=[N+:4]([O-])[C:5]([CH3:13])=[C:6]([CH:12]=1)[C:7]([O:9][CH2:10][CH3:11])=[O:8].C(OC(=O)C)(=[O:17])C.FC(F)F.Cl. Product: [Cl:1][C:2]1[CH:3]=[N:4][C:5]([CH2:13][OH:17])=[C:6]([CH:12]=1)[C:7]([O:9][CH2:10][CH3:11])=[O:8]. The catalyst class is: 4. (2) Reactant: [F:1][C:2]1[CH:7]=[CH:6][C:5]([CH2:8][C:9]([OH:11])=O)=[CH:4][CH:3]=1.Cl.CN(C)CCCN=C=NCC.[O:24]1[CH2:29][CH2:28][CH2:27][CH2:26][CH:25]1[N:30]1[C:38]2[C:33](=[CH:34][C:35]([C:39]3[N:43]=[CH:42][N:41]([C:44]([C:57]4[CH:62]=[CH:61][CH:60]=[CH:59][CH:58]=4)([C:51]4[CH:56]=[CH:55][CH:54]=[CH:53][CH:52]=4)[C:45]4[CH:50]=[CH:49][CH:48]=[CH:47][CH:46]=4)[N:40]=3)=[CH:36][CH:37]=2)[C:32]([C:63]2[CH:64]=[C:65]([NH2:69])[CH:66]=[CH:67][CH:68]=2)=[N:31]1. Product: [F:1][C:2]1[CH:3]=[CH:4][C:5]([CH2:8][C:9]([NH:69][C:65]2[CH:66]=[CH:67][CH:68]=[C:63]([C:32]3[C:33]4[C:38](=[CH:37][CH:36]=[C:35]([C:39]5[N:43]=[CH:42][N:41]([C:44]([C:45]6[CH:46]=[CH:47][CH:48]=[CH:49][CH:50]=6)([C:51]6[CH:56]=[CH:55][CH:54]=[CH:53][CH:52]=6)[C:57]6[CH:62]=[CH:61][CH:60]=[CH:59][CH:58]=6)[N:40]=5)[CH:34]=4)[N:30]([CH:25]4[CH2:26][CH2:27][CH2:28][CH2:29][O:24]4)[N:31]=3)[CH:64]=2)=[O:11])=[CH:6][CH:7]=1. The catalyst class is: 4. (3) Reactant: [CH2:1]([O:5][CH:6]([C:8]1[C:16]2[C:15]([NH:17][CH:18]3[CH2:20][CH2:19]3)=[N:14][C:13]([NH:21][C:22]3[CH:30]=[C:29]4[C:25]([CH:26]=[N:27][NH:28]4)=[CH:24][CH:23]=3)=[N:12][C:11]=2[N:10](S(C2C=CC(C)=CC=2)(=O)=O)[CH:9]=1)[CH3:7])[CH2:2][CH2:3][CH3:4].[OH-].[K+]. Product: [CH2:1]([O:5][CH:6]([C:8]1[C:16]2[C:15]([NH:17][CH:18]3[CH2:19][CH2:20]3)=[N:14][C:13]([NH:21][C:22]3[CH:30]=[C:29]4[C:25]([CH:26]=[N:27][NH:28]4)=[CH:24][CH:23]=3)=[N:12][C:11]=2[NH:10][CH:9]=1)[CH3:7])[CH2:2][CH2:3][CH3:4]. The catalyst class is: 12. (4) Reactant: [CH2:1]([Li])[CH2:2][CH2:3][CH3:4].[S:6](=[O:8])=[O:7].[Cl:9]NC(=O)CCC(N)=O.[O:18]1[CH2:22][CH2:21][CH2:20][CH2:19]1. Product: [O:18]1[C:19]2[CH:20]=[C:21]([S:6]([Cl:9])(=[O:8])=[O:7])[CH:22]=[CH:4][C:3]=2[CH2:2][CH2:1]1. The catalyst class is: 4. (5) Reactant: [C:1](=O)([S:3][CH2:4][CH2:5][CH2:6][P:7]([CH2:13][CH2:14][CH2:15][OH:16])([CH2:9][CH2:10][CH2:11][OH:12])=[O:8])C.[OH-].[Na+].Cl.C[S:22]S(C)(=O)=O. Product: [OH:12][CH2:11][CH2:10][CH2:9][P:7](=[O:8])([CH2:13][CH2:14][CH2:15][OH:16])[CH2:6][CH2:5][CH2:4][S:3]([CH3:1])=[S:22]. The catalyst class is: 24. (6) Reactant: [C:1]([C:5]1[CH:10]=[C:9]([C:11]2[O:12][CH:13]=[C:14]([CH2:16]O)[N:15]=2)[CH:8]=[C:7]([C:18]([CH3:21])([CH3:20])[CH3:19])[C:6]=1[OH:22])([CH3:4])([CH3:3])[CH3:2].C(Br)(Br)(Br)[Br:24].C1C=CC(P(C2C=CC=CC=2)C2C=CC=CC=2)=CC=1. Product: [C:1]([C:5]1[CH:10]=[C:9]([C:11]2[O:12][CH:13]=[C:14]([CH2:16][Br:24])[N:15]=2)[CH:8]=[C:7]([C:18]([CH3:21])([CH3:20])[CH3:19])[C:6]=1[OH:22])([CH3:4])([CH3:3])[CH3:2]. The catalyst class is: 4. (7) Reactant: Cl[C:2]1[N:3]=[CH:4][C:5](/[CH:8]=[CH:9]/[C:10]([O:12][CH3:13])=[O:11])=[N:6][CH:7]=1.[Cl:14][C:15]1[CH:24]=[CH:23][CH:22]=[CH:21][C:16]=1[O:17][CH2:18][CH2:19][NH2:20].CCN(CC)CC.CCOC(C)=O. Product: [Cl:14][C:15]1[CH:24]=[CH:23][CH:22]=[CH:21][C:16]=1[O:17][CH2:18][CH2:19][NH:20][C:2]1[N:3]=[CH:4][C:5](/[CH:8]=[CH:9]/[C:10]([O:12][CH3:13])=[O:11])=[N:6][CH:7]=1. The catalyst class is: 287. (8) Reactant: [CH3:1][C:2]1[CH:19]=[CH:18][C:5]([CH2:6][CH:7]2[CH2:16][CH2:15][C:14]3[C:9](=[CH:10][CH:11]=[CH:12][CH:13]=3)[C:8]2=[O:17])=[CH:4][CH:3]=1.CO.[Cl-].[Cl-].[Cl-].[Ce+3].[BH4-]. Product: [CH3:1][C:2]1[CH:3]=[CH:4][C:5]([CH2:6][CH:7]2[CH2:16][CH2:15][C:14]3[C:9](=[CH:10][CH:11]=[CH:12][CH:13]=3)[CH:8]2[OH:17])=[CH:18][CH:19]=1. The catalyst class is: 1. (9) Reactant: [F:1][C:2]1[CH:10]=[CH:9][C:5]([C:6](O)=[O:7])=[CH:4][C:3]=1[C:11]1[C:19]2[C:14](=[CH:15][CH:16]=[C:17]([C:20]3[O:21][C:22]([NH:25][CH:26]([CH3:28])[CH3:27])=[N:23][N:24]=3)[CH:18]=2)[N:13]([S:29]([C:32]2[CH:38]=[CH:37][C:35]([CH3:36])=[CH:34][CH:33]=2)(=[O:31])=[O:30])[CH:12]=1.Cl.[CH3:40][NH2:41].O=P(Cl)(Cl)Cl. Product: [F:1][C:2]1[CH:10]=[CH:9][C:5]([C:6]([NH:41][CH3:40])=[O:7])=[CH:4][C:3]=1[C:11]1[C:19]2[C:14](=[CH:15][CH:16]=[C:17]([C:20]3[O:21][C:22]([NH:25][CH:26]([CH3:27])[CH3:28])=[N:23][N:24]=3)[CH:18]=2)[N:13]([S:29]([C:32]2[CH:38]=[CH:37][C:35]([CH3:36])=[CH:34][CH:33]=2)(=[O:31])=[O:30])[CH:12]=1. The catalyst class is: 17. (10) Reactant: [NH2:1][C:2](=O)[C@@H:3]([NH:24][C:25]([C:27]1([NH:33][C:34](=[O:40])[O:35][C:36]([CH3:39])([CH3:38])[CH3:37])[CH2:32][CH2:31][O:30][CH2:29][CH2:28]1)=[O:26])[CH2:4][C:5]1[CH:10]=[CH:9][C:8]([C:11]2[CH:16]=[CH:15][C:14]([S:17]([N:20]3[CH2:23][CH2:22][CH2:21]3)(=[O:19])=[O:18])=[CH:13][CH:12]=2)=[CH:7][CH:6]=1.CC[N+](S(N=C(OC)[O-])(=O)=O)(CC)CC. Product: [N:20]1([S:17]([C:14]2[CH:13]=[CH:12][C:11]([C:8]3[CH:9]=[CH:10][C:5]([CH2:4][C@H:3]([NH:24][C:25]([C:27]4([NH:33][C:34](=[O:40])[O:35][C:36]([CH3:38])([CH3:37])[CH3:39])[CH2:32][CH2:31][O:30][CH2:29][CH2:28]4)=[O:26])[C:2]#[N:1])=[CH:6][CH:7]=3)=[CH:16][CH:15]=2)(=[O:19])=[O:18])[CH2:23][CH2:22][CH2:21]1. The catalyst class is: 4.